Dataset: Catalyst prediction with 721,799 reactions and 888 catalyst types from USPTO. Task: Predict which catalyst facilitates the given reaction. (1) Reactant: [Si:1]([O:8][CH2:9][C:10]1[N:11]([CH3:45])[C:12]2[CH:13]=[C:14]3[CH:23]=[CH:22][CH2:21][C:20]4[C:24]([OH:44])=[C:25]([C:40]([O:42][CH3:43])=[O:41])[C:26](=[O:39])[N:27]([CH2:28][C:29]5[CH:34]=[CH:33][C:32]([O:35][CH3:36])=[CH:31][C:30]=5[O:37][CH3:38])[C:19]=4[C:15]3=[CH:16][C:17]=2[CH:18]=1)([C:4]([CH3:7])([CH3:6])[CH3:5])([CH3:3])[CH3:2].C1C=CC(P(C2C=CC=CC=2)C2C=CC=CC=2)=CC=1.[CH2:65](O)[C:66]1[CH:71]=[CH:70][CH:69]=[CH:68][CH:67]=1.CC(OC(/N=N/C(OC(C)C)=O)=O)C. Product: [CH2:65]([O:44][C:24]1[C:20]2[CH2:21][CH:22]=[CH:23][C:14]3[C:15](=[CH:16][C:17]4[CH:18]=[C:10]([CH2:9][O:8][Si:1]([C:4]([CH3:7])([CH3:5])[CH3:6])([CH3:2])[CH3:3])[N:11]([CH3:45])[C:12]=4[CH:13]=3)[C:19]=2[N:27]([CH2:28][C:29]2[CH:34]=[CH:33][C:32]([O:35][CH3:36])=[CH:31][C:30]=2[O:37][CH3:38])[C:26](=[O:39])[C:25]=1[C:40]([O:42][CH3:43])=[O:41])[C:66]1[CH:71]=[CH:70][CH:69]=[CH:68][CH:67]=1. The catalyst class is: 1. (2) Reactant: [C:1]([O:5][C:6]([NH:8][CH:9]([CH2:13][C:14]1[CH:19]=[CH:18][C:17]([O:20][C:21]2[CH:26]=[CH:25][C:24]([CH2:27][CH2:28][C:29]([O:31][CH3:32])=[O:30])=[CH:23][CH:22]=2)=[CH:16][CH:15]=1)[C:10]([OH:12])=O)=[O:7])([CH3:4])([CH3:3])[CH3:2].[CH2:33]([N:35](CC)[CH2:36]C)C.F[P-](F)(F)(F)(F)F.N1(O[P+](N(C)C)(N(C)C)N(C)C)C2C=CC=CC=2N=N1.CNC. Product: [CH3:32][O:31][C:29](=[O:30])[CH2:28][CH2:27][C:24]1[CH:23]=[CH:22][C:21]([O:20][C:17]2[CH:18]=[CH:19][C:14]([CH2:13][CH:9]([NH:8][C:6]([O:5][C:1]([CH3:3])([CH3:4])[CH3:2])=[O:7])[C:10](=[O:12])[N:35]([CH3:36])[CH3:33])=[CH:15][CH:16]=2)=[CH:26][CH:25]=1. The catalyst class is: 2. (3) Reactant: O.[OH-].[Li+].[CH3:4][C:5]([O:8][C:9]([NH:11][CH2:12][CH2:13][C@H:14]([NH:19][C:20]([C:22]1[C:31]([NH:32][C:33]([NH:35][C:36]2[C:41]([CH3:42])=[CH:40][C:39]([CH3:43])=[CH:38][C:37]=2[CH3:44])=[O:34])=[CH:30][C:29]2[C:24](=[CH:25][CH:26]=[CH:27][CH:28]=2)[CH:23]=1)=[O:21])[C:15]([O:17]C)=[O:16])=[O:10])([CH3:7])[CH3:6].O.Cl. Product: [CH3:7][C:5]([O:8][C:9]([NH:11][CH2:12][CH2:13][C@H:14]([NH:19][C:20]([C:22]1[C:31]([NH:32][C:33]([NH:35][C:36]2[C:41]([CH3:42])=[CH:40][C:39]([CH3:43])=[CH:38][C:37]=2[CH3:44])=[O:34])=[CH:30][C:29]2[C:24](=[CH:25][CH:26]=[CH:27][CH:28]=2)[CH:23]=1)=[O:21])[C:15]([OH:17])=[O:16])=[O:10])([CH3:4])[CH3:6]. The catalyst class is: 12. (4) Reactant: [NH2:1][C:2]1[S:17][C:5]2[CH2:6][N:7]([CH2:10][C:11]3[CH:16]=[CH:15][CH:14]=[CH:13][CH:12]=3)[CH2:8][CH2:9][C:4]=2[C:3]=1[C:18]([C:20]1[CH:25]=[CH:24][C:23]([CH3:26])=[CH:22][CH:21]=1)=O.O=[C:28]([CH3:39])[CH2:29][CH:30]([CH2:36][CH2:37][CH3:38])[C:31]([O:33][CH2:34][CH3:35])=[O:32].Cl[Si](C)(C)C. Product: [CH2:10]([N:7]1[CH2:6][C:5]2[S:17][C:2]3[N:1]=[C:28]([CH3:39])[C:29]([CH:30]([CH2:36][CH2:37][CH3:38])[C:31]([O:33][CH2:34][CH3:35])=[O:32])=[C:18]([C:20]4[CH:25]=[CH:24][C:23]([CH3:26])=[CH:22][CH:21]=4)[C:3]=3[C:4]=2[CH2:9][CH2:8]1)[C:11]1[CH:16]=[CH:15][CH:14]=[CH:13][CH:12]=1. The catalyst class is: 3. (5) Reactant: [CH3:1][C:2]1[O:6][N:5]=[C:4]([C:7]2[CH:12]=[CH:11][C:10]([NH2:13])=[CH:9][CH:8]=2)[N:3]=1.C(S([O-])(=O)=O)(F)(F)F.C(S([O-])(=O)=O)(F)(F)F.C(S([O-])(=O)=O)(F)(F)F.[Yb+3].C[Si]([C:43]#[N:44])(C)C.[CH3:45][O:46][C:47]1[CH:54]=[CH:53][C:50]([CH:51]=O)=[CH:49][C:48]=1[O:55][Si:56]([CH:63]([CH3:65])[CH3:64])([CH:60]([CH3:62])[CH3:61])[CH:57]([CH3:59])[CH3:58]. Product: [CH3:45][O:46][C:47]1[CH:54]=[CH:53][C:50]([CH:51]([NH:13][C:10]2[CH:11]=[CH:12][C:7]([C:4]3[N:3]=[C:2]([CH3:1])[O:6][N:5]=3)=[CH:8][CH:9]=2)[C:43]#[N:44])=[CH:49][C:48]=1[O:55][Si:56]([CH:57]([CH3:58])[CH3:59])([CH:63]([CH3:64])[CH3:65])[CH:60]([CH3:61])[CH3:62]. The catalyst class is: 4. (6) Reactant: [N-:1]=[N+:2]=[N-:3].[Na+].[Cl:5][C:6]1[CH:11]=[C:10]([Cl:12])[CH:9]=[CH:8][C:7]=1[CH2:13][CH2:14][NH:15][C:16]1[N:21]=[C:20]([O:22][CH3:23])[N:19]=[C:18]([C:24]2[CH:25]=[C:26]([C:30]([F:34])([F:33])[C:31]#[N:32])[CH:27]=[CH:28][CH:29]=2)[CH:17]=1. Product: [Cl:5][C:6]1[CH:11]=[C:10]([Cl:12])[CH:9]=[CH:8][C:7]=1[CH2:13][CH2:14][NH:15][C:16]1[CH:17]=[C:18]([C:24]2[CH:29]=[CH:28][CH:27]=[C:26]([C:30]([F:34])([F:33])[C:31]3[NH:32][N:3]=[N:2][N:1]=3)[CH:25]=2)[N:19]=[C:20]([O:22][CH3:23])[N:21]=1. The catalyst class is: 3. (7) Reactant: [S:1]1[CH2:5][C:4](=[O:6])[NH:3][C:2]1=[O:7].C([Li])CCC.[CH3:13][O:14][C:15](=[O:43])[C:16]([C:28]1[CH:33]=[CH:32][C:31]([O:34][C:35]2[CH:40]=[CH:39][C:38]([CH2:41]Br)=[CH:37][CH:36]=2)=[CH:30][CH:29]=1)=[CH:17][C:18]1[CH:23]=[C:22]([O:24][CH3:25])[CH:21]=[C:20]([O:26][CH3:27])[CH:19]=1. Product: [CH3:13][O:14][C:15](=[O:43])[C:16]([C:28]1[CH:33]=[CH:32][C:31]([O:34][C:35]2[CH:40]=[CH:39][C:38]([CH2:41][CH:5]3[S:1][C:2](=[O:7])[NH:3][C:4]3=[O:6])=[CH:37][CH:36]=2)=[CH:30][CH:29]=1)=[CH:17][C:18]1[CH:23]=[C:22]([O:24][CH3:25])[CH:21]=[C:20]([O:26][CH3:27])[CH:19]=1. The catalyst class is: 1. (8) Reactant: [C:1]([O:5][C:6]([NH:8][C@H:9]1[C@@:14]([OH:16])([CH3:15])[C@@H:13]([CH3:17])[CH2:12][N:11](C(OCC2C=CC=CC=2)=O)[CH2:10]1)=[O:7])([CH3:4])([CH3:3])[CH3:2]. Product: [OH:16][C@:14]1([CH3:15])[C@@H:13]([CH3:17])[CH2:12][NH:11][CH2:10][C@H:9]1[NH:8][C:6](=[O:7])[O:5][C:1]([CH3:4])([CH3:3])[CH3:2]. The catalyst class is: 19. (9) Reactant: [CH:1]1([CH2:6][CH:7]([C:16]2[CH:21]=[CH:20][C:19]([O:22]C)=[CH:18][CH:17]=2)[C:8]([NH:10][C:11]2[S:12][CH:13]=[CH:14][N:15]=2)=[O:9])[CH2:5][CH2:4][CH2:3][CH2:2]1.B(Br)(Br)Br. Product: [CH:1]1([CH2:6][CH:7]([C:16]2[CH:21]=[CH:20][C:19]([OH:22])=[CH:18][CH:17]=2)[C:8]([NH:10][C:11]2[S:12][CH:13]=[CH:14][N:15]=2)=[O:9])[CH2:5][CH2:4][CH2:3][CH2:2]1. The catalyst class is: 2.